From a dataset of Full USPTO retrosynthesis dataset with 1.9M reactions from patents (1976-2016). Predict the reactants needed to synthesize the given product. (1) The reactants are: O[CH2:2][C:3]1[CH:16]=[CH:15][C:6]([CH2:7][N:8]2[CH:13]=[CH:12][CH:11]=[CH:10][C:9]2=[O:14])=[CH:5][CH:4]=1.P(Br)(Br)[Br:18]. Given the product [Br:18][CH2:2][C:3]1[CH:16]=[CH:15][C:6]([CH2:7][N:8]2[CH:13]=[CH:12][CH:11]=[CH:10][C:9]2=[O:14])=[CH:5][CH:4]=1, predict the reactants needed to synthesize it. (2) The reactants are: [CH3:1][N:2]([CH3:20])[C:3]1[CH:8]=[CH:7][C:6]([C:9]([C:11]2[CH:12]=[C:13]3[CH:19]=[CH:18][NH:17][C:14]3=[N:15][CH:16]=2)=[O:10])=[CH:5][CH:4]=1.[OH-].[K+].[I:23]I. Given the product [CH3:1][N:2]([CH3:20])[C:3]1[CH:4]=[CH:5][C:6]([C:9]([C:11]2[CH:12]=[C:13]3[C:19]([I:23])=[CH:18][NH:17][C:14]3=[N:15][CH:16]=2)=[O:10])=[CH:7][CH:8]=1, predict the reactants needed to synthesize it. (3) Given the product [CH2:25]([C:2]1[CH:11]=[CH:10][C:5]([C:6]([O:8][CH3:9])=[O:7])=[CH:4][CH:3]=1)[CH2:24][CH2:23][CH2:22][CH2:21][CH2:20][CH2:19][CH2:18][CH2:17][CH2:16][CH2:15][CH2:14][CH2:13][CH3:12], predict the reactants needed to synthesize it. The reactants are: Cl[C:2]1[CH:11]=[CH:10][C:5]([C:6]([O:8][CH3:9])=[O:7])=[CH:4][CH:3]=1.[CH2:12]([Mg]Cl)[CH2:13][CH2:14][CH2:15][CH2:16][CH2:17][CH2:18][CH2:19][CH2:20][CH2:21][CH2:22][CH2:23][CH2:24][CH3:25].